Dataset: Full USPTO retrosynthesis dataset with 1.9M reactions from patents (1976-2016). Task: Predict the reactants needed to synthesize the given product. (1) Given the product [ClH:24].[F:1][C:2]([F:18])([F:17])[C:3]1[CH:8]=[CH:7][CH:6]=[CH:5][C:4]=1[C:9]1[CH:10]=[C:11]([CH:12]=[CH:13][CH:14]=1)[CH:15]=[N:23][NH:22][C:19]([NH2:21])=[NH:20], predict the reactants needed to synthesize it. The reactants are: [F:1][C:2]([F:18])([F:17])[C:3]1[CH:8]=[CH:7][CH:6]=[CH:5][C:4]=1[C:9]1[CH:14]=[CH:13][CH:12]=[C:11]([CH:15]=O)[CH:10]=1.[C:19]([NH:22][NH2:23])([NH2:21])=[NH:20].[ClH:24].O.[OH-].[Na+]. (2) The reactants are: FC(F)(F)S(O[C:7]1[C:8]([C:18](=[O:20])[CH3:19])=[CH:9][C:10]([Cl:17])=[C:11]2[C:16]=1[N:15]=[CH:14][CH:13]=[CH:12]2)(=O)=O.[CH:23]1([N:29]2[CH2:34][CH2:33][NH:32][CH2:31][CH2:30]2)[CH2:28][CH2:27][CH2:26][CH2:25][CH2:24]1.C(=O)([O-])[O-].[Cs+].[Cs+]. Given the product [Cl:17][C:10]1[CH:9]=[C:8]([C:18](=[O:20])[CH3:19])[C:7]([N:32]2[CH2:33][CH2:34][N:29]([CH:23]3[CH2:28][CH2:27][CH2:26][CH2:25][CH2:24]3)[CH2:30][CH2:31]2)=[C:16]2[C:11]=1[CH:12]=[CH:13][CH:14]=[N:15]2, predict the reactants needed to synthesize it. (3) Given the product [Br:28][C:25]1[CH:24]=[CH:23][C:22]([S:21][CH2:20][C:19]([N:10]2[C:11]3[CH:18]=[CH:17][CH:16]=[CH:15][C:12]=3[CH2:13][N:14]3[C:5]([C:3]([NH:38][CH2:37][C:36]4[CH:39]=[CH:40][CH:41]=[C:34]([C:33]([F:32])([F:42])[F:43])[CH:35]=4)=[O:4])=[CH:6][CH:7]=[C:8]3[CH2:9]2)=[O:29])=[CH:27][CH:26]=1, predict the reactants needed to synthesize it. The reactants are: ClC(Cl)(Cl)[C:3]([C:5]1[N:14]2[C:8]([CH2:9][N:10]([C:19](=[O:29])[CH2:20][S:21][C:22]3[CH:27]=[CH:26][C:25]([Br:28])=[CH:24][CH:23]=3)[C:11]3[CH:18]=[CH:17][CH:16]=[CH:15][C:12]=3[CH2:13]2)=[CH:7][CH:6]=1)=[O:4].[F:32][C:33]([F:43])([F:42])[C:34]1[CH:35]=[C:36]([CH:39]=[CH:40][CH:41]=1)[CH2:37][NH2:38]. (4) Given the product [Cl:26][C:27]1[CH:35]=[CH:34][C:30]([C:31]([NH2:1])=[O:33])=[CH:29][C:28]=1[NH:36][C:53]([NH:52][C:49]1[CH:48]=[CH:47][C:46]([C:45]([F:55])([F:56])[F:44])=[CH:51][CH:50]=1)=[O:54], predict the reactants needed to synthesize it. The reactants are: [NH:1]1CCCCC1.CC(C)N=C=NC(C)C.C1C=CC2N(O)N=NC=2C=1.[Cl:26][C:27]1[CH:35]=[CH:34][C:30]([C:31]([OH:33])=O)=[CH:29][C:28]=1[N+:36]([O-])=O.O.O.[Sn](Cl)Cl.[F:44][C:45]([F:56])([F:55])[C:46]1[CH:51]=[CH:50][C:49]([N:52]=[C:53]=[O:54])=[CH:48][CH:47]=1. (5) Given the product [OH:8][C:9]1[CH:10]=[CH:11][C:12]([C:15]2[C:19]([C:20]3[CH:25]=[CH:24][CH:23]=[CH:22][CH:21]=3)=[C:18]([C:26]3([C:29]([OH:31])=[O:30])[CH2:28][CH2:27]3)[O:17][N:16]=2)=[CH:13][CH:14]=1, predict the reactants needed to synthesize it. The reactants are: [Si]([O:8][C:9]1[CH:14]=[CH:13][C:12]([C:15]2[C:19]([C:20]3[CH:25]=[CH:24][CH:23]=[CH:22][CH:21]=3)=[C:18]([C:26]3([C:29]([O:31]C)=[O:30])[CH2:28][CH2:27]3)[O:17][N:16]=2)=[CH:11][CH:10]=1)(C(C)(C)C)(C)C.[OH-].[Na+]. (6) Given the product [CH3:1][O:2][C:3]1[CH:4]=[C:5]2[C:10](=[CH:11][C:12]=1[O:13][CH3:14])[N:9]=[CH:8][CH:7]=[C:6]2[O:15][C:16]1[CH:21]=[CH:20][C:19]([NH:22][C:34]([C:32]2[C:31](=[O:37])[N:30]([C:38]3[CH:43]=[CH:42][C:41]([F:44])=[CH:40][CH:39]=3)[C:29](=[O:45])[N:28]([CH2:26][CH3:27])[CH:33]=2)=[O:35])=[CH:18][C:17]=1[CH:23]([CH3:25])[CH3:24], predict the reactants needed to synthesize it. The reactants are: [CH3:1][O:2][C:3]1[CH:4]=[C:5]2[C:10](=[CH:11][C:12]=1[O:13][CH3:14])[N:9]=[CH:8][CH:7]=[C:6]2[O:15][C:16]1[CH:21]=[CH:20][C:19]([NH2:22])=[CH:18][C:17]=1[CH:23]([CH3:25])[CH3:24].[CH2:26]([N:28]1[CH:33]=[C:32]([C:34](O)=[O:35])[C:31](=[O:37])[N:30]([C:38]2[CH:43]=[CH:42][C:41]([F:44])=[CH:40][CH:39]=2)[C:29]1=[O:45])[CH3:27]. (7) Given the product [ClH:25].[NH2:7][CH2:8][CH2:9][C@@H:10]1[CH2:11][C@H:12]([CH:14]([OH:23])[CH2:15][CH2:16][C:17]2[CH:18]=[CH:19][CH:20]=[CH:21][CH:22]=2)[CH2:13]1, predict the reactants needed to synthesize it. The reactants are: C(OC(=O)[NH:7][CH2:8][CH2:9][C@H:10]1[CH2:13][C@@H:12]([CH:14]([OH:23])[CH2:15][CH2:16][C:17]2[CH:22]=[CH:21][CH:20]=[CH:19][CH:18]=2)[CH2:11]1)(C)(C)C.[ClH:25]. (8) Given the product [CH2:17]([O:16][C:12]([CH:1]1[CH2:6][C:5](=[O:7])[CH:4]=[CH:3][O:2]1)=[O:15])[CH3:18], predict the reactants needed to synthesize it. The reactants are: [CH3:1][O:2][CH:3]=[CH:4][C:5]([O:7][Si](C)(C)C)=[CH2:6].[C:12]([O:16][CH2:17][CH3:18])(=[O:15])C=O.O.C(O)(C(F)(F)F)=O. (9) Given the product [O:16]=[C:17]1[N:23]([CH:24]2[CH2:25][CH2:26][N:27]([C:30]([O:32][C@H:33]([CH2:34][C:35]3[CH:44]=[C:43]([CH3:45])[C:38]4[NH:39][C:40](=[O:42])[O:41][C:37]=4[CH:36]=3)[C:46]([N:1]3[CH2:2][CH2:3][CH:4]([N:7]4[CH2:11][CH2:10][CH2:9][C@H:8]4[C:12]([O:14][CH3:15])=[O:13])[CH2:5][CH2:6]3)=[O:47])=[O:31])[CH2:28][CH2:29]2)[CH2:22][CH2:21][C:20]2[CH:49]=[CH:50][CH:51]=[CH:52][C:19]=2[NH:18]1, predict the reactants needed to synthesize it. The reactants are: [NH:1]1[CH2:6][CH2:5][CH:4]([N:7]2[CH2:11][CH2:10][CH2:9][C@H:8]2[C:12]([O:14][CH3:15])=[O:13])[CH2:3][CH2:2]1.[O:16]=[C:17]1[N:23]([CH:24]2[CH2:29][CH2:28][N:27]([C:30]([O:32][C@@H:33]([C:46](O)=[O:47])[CH2:34][C:35]3[CH:44]=[C:43]([CH3:45])[C:38]4[NH:39][C:40](=[O:42])[O:41][C:37]=4[CH:36]=3)=[O:31])[CH2:26][CH2:25]2)[CH2:22][CH2:21][C:20]2[CH:49]=[CH:50][CH:51]=[CH:52][C:19]=2[NH:18]1.CN(C(ON1N=NC2C=CC=CC1=2)=[N+](C)C)C.[B-](F)(F)(F)F.C(N(CC)CC)C. (10) Given the product [CH3:9][O:10][C:11]([C:13]1[C:21]2[CH:20]=[C:19]([C:44]3[CH:45]=[CH:46][N:47]=[C:42]([Cl:41])[N:43]=3)[S:18][C:17]=2[CH:16]=[CH:15][CH:14]=1)=[O:12], predict the reactants needed to synthesize it. The reactants are: C([N-]C(C)C)(C)C.[Li+].[CH3:9][O:10][C:11]([C:13]1[C:21]2[CH:20]=[CH:19][S:18][C:17]=2[CH:16]=[CH:15][CH:14]=1)=[O:12].B(OC(C)C)(OC(C)C)OC(C)C.C([O-])([O-])=O.[Na+].[Na+].[Cl:41][C:42]1[N:47]=[C:46](Cl)[CH:45]=[CH:44][N:43]=1.